From a dataset of Full USPTO retrosynthesis dataset with 1.9M reactions from patents (1976-2016). Predict the reactants needed to synthesize the given product. (1) Given the product [F:1][C@H:2]1[C@H:6]([O:7][CH3:20])[CH2:5][N:4]([C:8]([O:10][CH2:11][C:12]2[CH:17]=[CH:16][CH:15]=[CH:14][CH:13]=2)=[O:9])[CH2:3]1, predict the reactants needed to synthesize it. The reactants are: [F:1][C@H:2]1[C@H:6]([OH:7])[CH2:5][N:4]([C:8]([O:10][CH2:11][C:12]2[CH:17]=[CH:16][CH:15]=[CH:14][CH:13]=2)=[O:9])[CH2:3]1.[H-].[Na+].[CH3:20]I.[NH4+].[Cl-]. (2) Given the product [C:1]([C:5]1[CH:42]=[CH:41][C:8]([C:9]([NH:11][C:12]2[CH:17]=[CH:16][CH:15]=[C:14]([C:18]3[N:23]=[C:22]([NH:24][C:25]4[CH:30]=[CH:29][C:28]([CH2:31][CH2:32][NH:43][CH:44]5[CH2:49][CH2:48][O:47][CH2:46][CH2:45]5)=[CH:27][CH:26]=4)[C:21](=[O:38])[N:20]([CH3:39])[CH:19]=3)[C:13]=2[CH3:40])=[O:10])=[CH:7][CH:6]=1)([CH3:2])([CH3:3])[CH3:4], predict the reactants needed to synthesize it. The reactants are: [C:1]([C:5]1[CH:42]=[CH:41][C:8]([C:9]([NH:11][C:12]2[C:13]([CH3:40])=[C:14]([C:18]3[N:23]=[C:22]([NH:24][C:25]4[CH:30]=[CH:29][C:28]([CH2:31][CH2:32]OS(C)(=O)=O)=[CH:27][CH:26]=4)[C:21](=[O:38])[N:20]([CH3:39])[CH:19]=3)[CH:15]=[CH:16][CH:17]=2)=[O:10])=[CH:7][CH:6]=1)([CH3:4])([CH3:3])[CH3:2].[NH2:43][CH:44]1[CH2:49][CH2:48][O:47][CH2:46][CH2:45]1.O. (3) Given the product [CH2:1]([CH:4]([CH2:7][CH2:8][CH2:9][CH2:10][CH3:11])[C:5]([OH:30])=[O:6])[CH2:2][CH3:3], predict the reactants needed to synthesize it. The reactants are: [CH2:1]([CH:4]([CH2:7][CH2:8][CH2:9][CH2:10][CH3:11])[CH:5]=[O:6])[CH2:2][CH3:3].CCCCCCCCC.CC(=[O:30])CCCCCCC. (4) Given the product [Cl:13][C:10]1[CH:11]=[CH:12][C:7](/[CH:3]=[CH:2]/[C:1]([NH2:5])=[O:4])=[CH:8][C:9]=1[CH2:14][CH3:15], predict the reactants needed to synthesize it. The reactants are: [C:1]([NH2:5])(=[O:4])[CH:2]=[CH2:3].Br[C:7]1[CH:12]=[CH:11][C:10]([Cl:13])=[C:9]([CH2:14][CH3:15])[CH:8]=1.C(N(CCC)CCC)CC.CC1CCCO1.[Na+].[Cl-]. (5) Given the product [F:30][C:29]1[C:24]([C:2]2[N:3]=[N:4][CH:5]=[C:6]([C:8]3[CH:13]=[CH:12][C:11]([F:14])=[C:10]([C:15]4[C:20]([F:21])=[CH:19][C:18]([F:22])=[CH:17][N:16]=4)[CH:9]=3)[CH:7]=2)=[N:25][CH:26]=[C:27]([F:31])[CH:28]=1, predict the reactants needed to synthesize it. The reactants are: Cl[C:2]1[N:3]=[N:4][CH:5]=[C:6]([C:8]2[CH:13]=[CH:12][C:11]([F:14])=[C:10]([C:15]3[C:20]([F:21])=[CH:19][C:18]([F:22])=[CH:17][N:16]=3)[CH:9]=2)[CH:7]=1.Br[C:24]1[C:29]([F:30])=[CH:28][C:27]([F:31])=[CH:26][N:25]=1.